Dataset: Forward reaction prediction with 1.9M reactions from USPTO patents (1976-2016). Task: Predict the product of the given reaction. (1) The product is: [NH2:32][C:30](=[O:31])[CH2:29][C:23]1([NH:22][C:12]([C:9]2[CH:8]=[C:7]([O:15][C@@H:16]([CH3:21])[C:17]([F:20])([F:19])[F:18])[C:6]([C:2]3([F:1])[CH2:3][CH2:4][CH2:5]3)=[CH:11][N:10]=2)=[O:14])[CH2:24][S:25](=[O:27])(=[O:28])[CH2:26]1. Given the reactants [F:1][C:2]1([C:6]2[C:7]([O:15][C@@H:16]([CH3:21])[C:17]([F:20])([F:19])[F:18])=[CH:8][C:9]([C:12]([OH:14])=O)=[N:10][CH:11]=2)[CH2:5][CH2:4][CH2:3]1.[NH2:22][C:23]1([CH2:29][C:30]([NH2:32])=[O:31])[CH2:26][S:25](=[O:28])(=[O:27])[CH2:24]1, predict the reaction product. (2) The product is: [C:40]([C:35]1[N:36]([CH2:2][CH2:3][N:4]2[CH2:9][CH2:8][N:7]([C:10]([O:12][C:13]([CH3:16])([CH3:15])[CH3:14])=[O:11])[CH2:6][CH2:5]2)[C:37]2[C:33]([CH:34]=1)=[C:32]([CH3:42])[C:31]([CH:29]=[O:30])=[CH:39][CH:38]=2)#[N:41]. Given the reactants O[CH2:2][CH2:3][N:4]1[CH2:9][CH2:8][N:7]([C:10]([O:12][C:13]([CH3:16])([CH3:15])[CH3:14])=[O:11])[CH2:6][CH2:5]1.C(N(CC)CC)C.CS(Cl)(=O)=O.[CH:29]([C:31]1[C:32]([CH3:42])=[C:33]2[C:37](=[CH:38][CH:39]=1)[NH:36][C:35]([C:40]#[N:41])=[CH:34]2)=[O:30].C(=O)([O-])[O-].[Cs+].[Cs+], predict the reaction product. (3) Given the reactants C(OC(=O)[NH:7][CH:8]1[CH2:13][CH2:12][N:11]([CH2:14][C:15]2[CH:19]=[CH:18][N:17]([C:20]3[CH:25]=[CH:24][C:23]([C:26]([F:29])([F:28])[F:27])=[CH:22][CH:21]=3)[CH:16]=2)[CH2:10][CH2:9]1)(C)(C)C.CCOCC.[ClH:36], predict the reaction product. The product is: [ClH:36].[ClH:36].[F:29][C:26]([F:27])([F:28])[C:23]1[CH:24]=[CH:25][C:20]([N:17]2[CH:18]=[CH:19][C:15]([CH2:14][N:11]3[CH2:12][CH2:13][CH:8]([NH2:7])[CH2:9][CH2:10]3)=[CH:16]2)=[CH:21][CH:22]=1. (4) Given the reactants [CH:1]([N:4]([C:20]([C@H:22]1[CH2:27][CH2:26][C@H:25]([CH3:28])[CH2:24][CH2:23]1)=[O:21])[C:5]1[S:6][C:7]([CH:14]2[CH2:19][CH2:18][NH:17][CH2:16][CH2:15]2)=[CH:8][C:9]=1[C:10]([O:12][CH3:13])=[O:11])([CH3:3])[CH3:2].C(N(CC)CC)C.[CH3:36][S:37](Cl)(=[O:39])=[O:38].C(#N)C.O, predict the reaction product. The product is: [CH:1]([N:4]([C:20]([C@H:22]1[CH2:27][CH2:26][C@H:25]([CH3:28])[CH2:24][CH2:23]1)=[O:21])[C:5]1[S:6][C:7]([CH:14]2[CH2:19][CH2:18][N:17]([S:37]([CH3:36])(=[O:39])=[O:38])[CH2:16][CH2:15]2)=[CH:8][C:9]=1[C:10]([O:12][CH3:13])=[O:11])([CH3:3])[CH3:2]. (5) Given the reactants [N+:1]([C:4]1[CH:5]=[C:6]([CH:23]=[CH:24][CH:25]=1)[O:7][C:8]1[CH:9]=[CH:10][C:11]2[N:12]([CH:14]=[C:15]([NH:17][C:18]([CH:20]3[CH2:22][CH2:21]3)=[O:19])[N:16]=2)[CH:13]=1)([O-])=O.[Cl-].[NH4+], predict the reaction product. The product is: [NH2:1][C:4]1[CH:5]=[C:6]([CH:23]=[CH:24][CH:25]=1)[O:7][C:8]1[CH:9]=[CH:10][C:11]2[N:12]([CH:14]=[C:15]([NH:17][C:18]([CH:20]3[CH2:22][CH2:21]3)=[O:19])[N:16]=2)[CH:13]=1. (6) Given the reactants [Si:1]([O:8][CH2:9][C:10]1[CH:18]=[CH:17][CH:16]=[C:15]2[C:11]=1[CH2:12][CH2:13][NH:14]2)([C:4]([CH3:7])([CH3:6])[CH3:5])([CH3:3])[CH3:2].C(N(CC)CC)C.[C:26](O[C:26]([O:28][C:29]([CH3:32])([CH3:31])[CH3:30])=[O:27])([O:28][C:29]([CH3:32])([CH3:31])[CH3:30])=[O:27], predict the reaction product. The product is: [Si:1]([O:8][CH2:9][C:10]1[CH:18]=[CH:17][CH:16]=[C:15]2[C:11]=1[CH2:12][CH2:13][N:14]2[C:26]([O:28][C:29]([CH3:32])([CH3:31])[CH3:30])=[O:27])([C:4]([CH3:7])([CH3:6])[CH3:5])([CH3:3])[CH3:2].